From a dataset of hERG Central: cardiac toxicity at 1µM, 10µM, and general inhibition. Predict hERG channel inhibition at various concentrations. (1) The drug is CCCCN(CCCC)CCNC(=O)c1cn(CC)c2ccc(S(=O)(=O)N(C)C3CCCCC3)cc2c1=O. Results: hERG_inhib (hERG inhibition (general)): blocker. (2) The compound is COc1ccc(C2CC3(CC(C)(C)NC(SC)=N3)Oc3cc(O)cc(C)c32)cc1.I. Results: hERG_inhib (hERG inhibition (general)): blocker. (3) The molecule is C/C(=N\NC(=O)CN1CCN(Cc2ccc(C)cc2)CC1)c1ccncc1. Results: hERG_inhib (hERG inhibition (general)): blocker. (4) Results: hERG_inhib (hERG inhibition (general)): blocker. The drug is Cc1ccc(OCC(=O)N2CCC(Cc3ccccc3)CC2)c([N+](=O)[O-])n1.